From a dataset of HIV replication inhibition screening data with 41,000+ compounds from the AIDS Antiviral Screen. Binary Classification. Given a drug SMILES string, predict its activity (active/inactive) in a high-throughput screening assay against a specified biological target. (1) The drug is COc1ccc(-c2noc(=O)c3ccccc23)cc1. The result is 0 (inactive). (2) The drug is O=C1C(=Cc2cccs2)NC(=S)N1CN1CCOCC1. The result is 0 (inactive). (3) The drug is CNC(=NC(=S)N(C)C)N(C)C. The result is 0 (inactive). (4) The compound is CCCCS(=O)(=O)O. The result is 0 (inactive).